From a dataset of Full USPTO retrosynthesis dataset with 1.9M reactions from patents (1976-2016). Predict the reactants needed to synthesize the given product. (1) Given the product [Cl:1][C:2]1[CH:7]=[CH:6][CH:5]=[C:4]([Cl:8])[C:3]=1[CH2:9][CH2:10][C:11]1[C:15]([CH2:16][O:17][C:22]2[CH:23]=[CH:24][C:25]([C:28]3[CH:37]=[C:36]4[C:31]([CH:32]=[CH:33][C:34]([C:38]([O:40][CH3:41])=[O:39])=[CH:35]4)=[CH:30][CH:29]=3)=[CH:26][CH:27]=2)=[C:14]([CH:18]([CH3:20])[CH3:19])[O:13][N:12]=1, predict the reactants needed to synthesize it. The reactants are: [Cl:1][C:2]1[CH:7]=[CH:6][CH:5]=[C:4]([Cl:8])[C:3]=1[CH2:9][CH2:10][C:11]1[C:15]([CH2:16][OH:17])=[C:14]([CH:18]([CH3:20])[CH3:19])[O:13][N:12]=1.O[C:22]1[CH:27]=[CH:26][C:25]([C:28]2[CH:37]=[C:36]3[C:31]([CH:32]=[CH:33][C:34]([C:38]([O:40][CH3:41])=[O:39])=[CH:35]3)=[CH:30][CH:29]=2)=[CH:24][CH:23]=1.C1(P(C2C=CC=CC=2)C2C=CC=CC=2)C=CC=CC=1.N(C(OC(C)C)=O)=NC(OC(C)C)=O. (2) Given the product [C:32]1([C:2]2[N:3]=[C:4]([NH:21][C:22]3[CH:23]=[CH:24][C:25]([C:28]([F:31])([F:29])[F:30])=[CH:26][CH:27]=3)[N:5]3[C:10]=2[CH:9]=[C:8]([C:11]2[C:16]([C:17]([F:20])([F:19])[F:18])=[CH:15][CH:14]=[CH:13][N:12]=2)[CH:7]=[N:6]3)[CH:37]=[CH:36][CH:35]=[CH:34][CH:33]=1, predict the reactants needed to synthesize it. The reactants are: Br[C:2]1[N:3]=[C:4]([NH:21][C:22]2[CH:27]=[CH:26][C:25]([C:28]([F:31])([F:30])[F:29])=[CH:24][CH:23]=2)[N:5]2[C:10]=1[CH:9]=[C:8]([C:11]1[C:16]([C:17]([F:20])([F:19])[F:18])=[CH:15][CH:14]=[CH:13][N:12]=1)[CH:7]=[N:6]2.[C:32]1(B(O)O)[CH:37]=[CH:36][CH:35]=[CH:34][CH:33]=1.C([O-])([O-])=O.[Na+].[Na+]. (3) Given the product [NH2:1][CH2:2][C:3]1([N:8]([CH3:10])[CH3:9])[CH2:4][S:5](=[O:19])[CH2:6][CH2:7]1, predict the reactants needed to synthesize it. The reactants are: [NH2:1][CH2:2][C:3]1([N:8]([CH3:10])[CH3:9])[CH2:7][CH2:6][S:5][CH2:4]1.C1C=C(Cl)C=C(C(OO)=[O:19])C=1. (4) Given the product [Si:1]([O:8][CH2:9][C@H:10]1[CH2:11][CH2:12][C:13](=[O:15])[N:14]1[CH2:23][C:24]([O:26][CH3:27])=[O:25])([C:4]([CH3:7])([CH3:6])[CH3:5])([CH3:3])[CH3:2], predict the reactants needed to synthesize it. The reactants are: [Si:1]([O:8][CH2:9][C@@H:10]1[NH:14][C:13](=[O:15])[CH2:12][CH2:11]1)([C:4]([CH3:7])([CH3:6])[CH3:5])([CH3:3])[CH3:2].CC(C)([O-])C.[K+].Br[CH2:23][C:24]([O:26][CH3:27])=[O:25].O. (5) Given the product [OH:23][CH2:24][CH:22]([S:1][C:2]1[CH:7]=[C:6]([OH:8])[CH:5]=[CH:4][C:3]=1[OH:9])[C:16]1[CH:21]=[CH:20][CH:19]=[CH:18][CH:17]=1, predict the reactants needed to synthesize it. The reactants are: [SH:1][C:2]1[CH:7]=[C:6]([OH:8])[CH:5]=[CH:4][C:3]=1[OH:9].C(=O)([O-])[O-].[K+].[K+].[C:16]1([CH:22]2[CH2:24][O:23]2)[CH:21]=[CH:20][CH:19]=[CH:18][CH:17]=1.Cl. (6) Given the product [CH2:3]([N:10]([CH2:17][C:18]1[CH:19]=[CH:20][C:21]([C:24]2[C:25]([C:30]([OH:32])=[O:31])=[CH:26][CH:27]=[CH:28][CH:29]=2)=[CH:22][CH:23]=1)[C:11](=[O:16])[CH2:12][CH2:13][CH2:14][CH3:15])[C:4]1[CH:9]=[CH:8][CH:7]=[CH:6][CH:5]=1, predict the reactants needed to synthesize it. The reactants are: [OH-].[Na+].[CH2:3]([N:10]([CH2:17][C:18]1[CH:23]=[CH:22][C:21]([C:24]2[C:25]([C:30]([O:32]C)=[O:31])=[CH:26][CH:27]=[CH:28][CH:29]=2)=[CH:20][CH:19]=1)[C:11](=[O:16])[CH2:12][CH2:13][CH2:14][CH3:15])[C:4]1[CH:9]=[CH:8][CH:7]=[CH:6][CH:5]=1.O1CCOCC1.Cl.